Dataset: NCI-60 drug combinations with 297,098 pairs across 59 cell lines. Task: Regression. Given two drug SMILES strings and cell line genomic features, predict the synergy score measuring deviation from expected non-interaction effect. (1) Drug 1: CC1=C(C(=O)C2=C(C1=O)N3CC4C(C3(C2COC(=O)N)OC)N4)N. Drug 2: C(CCl)NC(=O)N(CCCl)N=O. Cell line: PC-3. Synergy scores: CSS=4.50, Synergy_ZIP=-2.98, Synergy_Bliss=-1.35, Synergy_Loewe=0.126, Synergy_HSA=0.275. (2) Drug 1: C1CC(=O)NC(=O)C1N2CC3=C(C2=O)C=CC=C3N. Drug 2: COC1=C(C=C2C(=C1)N=CN=C2NC3=CC(=C(C=C3)F)Cl)OCCCN4CCOCC4. Cell line: A498. Synergy scores: CSS=26.9, Synergy_ZIP=-6.82, Synergy_Bliss=-5.61, Synergy_Loewe=-13.7, Synergy_HSA=-2.65. (3) Drug 1: CC1C(C(CC(O1)OC2CC(OC(C2O)C)OC3=CC4=CC5=C(C(=O)C(C(C5)C(C(=O)C(C(C)O)O)OC)OC6CC(C(C(O6)C)O)OC7CC(C(C(O7)C)O)OC8CC(C(C(O8)C)O)(C)O)C(=C4C(=C3C)O)O)O)O. Drug 2: C1CNP(=O)(OC1)N(CCCl)CCCl. Synergy scores: CSS=18.7, Synergy_ZIP=-0.615, Synergy_Bliss=-2.81, Synergy_Loewe=-64.3, Synergy_HSA=-1.96. Cell line: MDA-MB-435. (4) Drug 1: CCCCCOC(=O)NC1=NC(=O)N(C=C1F)C2C(C(C(O2)C)O)O. Drug 2: CC1=C(C(=O)C2=C(C1=O)N3CC4C(C3(C2COC(=O)N)OC)N4)N. Cell line: MDA-MB-435. Synergy scores: CSS=-5.52, Synergy_ZIP=-1.37, Synergy_Bliss=-3.65, Synergy_Loewe=-21.3, Synergy_HSA=-9.36. (5) Drug 1: C1=CC(=CC=C1C#N)C(C2=CC=C(C=C2)C#N)N3C=NC=N3. Drug 2: CC1=C(C(CCC1)(C)C)C=CC(=CC=CC(=CC(=O)O)C)C. Cell line: EKVX. Synergy scores: CSS=13.3, Synergy_ZIP=-2.78, Synergy_Bliss=1.21, Synergy_Loewe=4.40, Synergy_HSA=4.67.